Dataset: Reaction yield outcomes from USPTO patents with 853,638 reactions. Task: Predict the reaction yield, written as a fraction of the theoretical maximum amount of product (1.0 means a 100% yield; for example, 0.34 means a 34% yield). (1) The reactants are [C:1]([C:3]1[CH:50]=[CH:49][C:6]2[N:7]([CH2:36][C:37]3[C:46]4[C:41](=[CH:42][CH:43]=[CH:44][CH:45]=4)[CH:40]=[CH:39][C:38]=3[O:47][CH3:48])[C:8](=[O:35])[C@@H:9]([NH:21][C:22](=[O:34])[C@@H:23]([N:25](C)[C:26](=O)OC(C)(C)C)[CH3:24])[C@H:10]([CH3:20])[N:11]([C:12]([CH:14]3[CH2:19][CH2:18][O:17][CH2:16][CH2:15]3)=[O:13])[C:5]=2[CH:4]=1)#[N:2].[ClH:51]. The catalyst is O1CCOCC1.CCOCC. The product is [ClH:51].[C:1]([C:3]1[CH:50]=[CH:49][C:6]2[N:7]([CH2:36][C:37]3[C:46]4[C:41](=[CH:42][CH:43]=[CH:44][CH:45]=4)[CH:40]=[CH:39][C:38]=3[O:47][CH3:48])[C:8](=[O:35])[C@@H:9]([NH:21][C:22](=[O:34])[C@@H:23]([NH:25][CH3:26])[CH3:24])[C@H:10]([CH3:20])[N:11]([C:12]([CH:14]3[CH2:19][CH2:18][O:17][CH2:16][CH2:15]3)=[O:13])[C:5]=2[CH:4]=1)#[N:2]. The yield is 0.840. (2) The reactants are C([O:3][C:4]1([CH3:20])[O:9][CH2:8][C:7]([C:15]([O:17][CH2:18][CH3:19])=[O:16])([C:10]([O:12][CH2:13][CH3:14])=[O:11])[CH2:6][O:5]1)C. The catalyst is C(O)(=O)C. The product is [C:4]([O:5][CH2:6][C:7]([CH2:8][OH:9])([C:15]([O:17][CH2:18][CH3:19])=[O:16])[C:10]([O:12][CH2:13][CH3:14])=[O:11])(=[O:3])[CH3:20]. The yield is 0.750.